Predict the reactants needed to synthesize the given product. From a dataset of Full USPTO retrosynthesis dataset with 1.9M reactions from patents (1976-2016). (1) Given the product [Cl:1][C:2]1[CH:18]=[CH:17][C:16]([Cl:19])=[CH:15][C:3]=1[O:4][CH2:5][C:6]1[CH:7]=[C:8]([CH:12]=[CH:13][CH:14]=1)[C:9]([NH:43][C:41]1[CH:40]=[N:39][N:38]([CH2:37][C:36]2[CH:44]=[CH:45][C:33]([F:32])=[CH:34][CH:35]=2)[CH:42]=1)=[O:11], predict the reactants needed to synthesize it. The reactants are: [Cl:1][C:2]1[CH:18]=[CH:17][C:16]([Cl:19])=[CH:15][C:3]=1[O:4][CH2:5][C:6]1[CH:7]=[C:8]([CH:12]=[CH:13][CH:14]=1)[C:9]([OH:11])=O.C(Cl)(=O)C(Cl)=O.CN(C)C=O.Cl.[F:32][C:33]1[CH:45]=[CH:44][C:36]([CH2:37][N:38]2[CH:42]=[C:41]([NH2:43])[CH:40]=[N:39]2)=[CH:35][CH:34]=1. (2) Given the product [ClH:26].[CH:1]1([NH:5][C:6]([C:8]2[CH:17]=[CH:16][C:15]3[CH2:14][N:13]([CH2:18][C:19]([OH:21])=[O:20])[CH2:12][CH2:11][C:10]=3[N:9]=2)=[O:7])[CH2:2][CH2:3][CH2:4]1, predict the reactants needed to synthesize it. The reactants are: [CH:1]1([NH:5][C:6]([C:8]2[CH:17]=[CH:16][C:15]3[CH2:14][N:13]([CH2:18][C:19]([O:21]C(C)(C)C)=[O:20])[CH2:12][CH2:11][C:10]=3[N:9]=2)=[O:7])[CH2:4][CH2:3][CH2:2]1.[ClH:26].